Dataset: Forward reaction prediction with 1.9M reactions from USPTO patents (1976-2016). Task: Predict the product of the given reaction. (1) Given the reactants [F:1][C:2]1[CH:7]=[C:6]([F:8])[CH:5]=[CH:4][C:3]=1[CH2:9][CH2:10][NH:11][C:12]([C:14]1[N:15]=[N:16][C:17](Cl)=[CH:18][CH:19]=1)=[O:13].[N:21]1([C:27]([C:29]2[CH:34]=[CH:33][CH:32]=[CH:31][C:30]=2[C:35]([F:38])([F:37])[F:36])=[O:28])[CH2:26][CH2:25][NH:24][CH2:23][CH2:22]1, predict the reaction product. The product is: [F:1][C:2]1[CH:7]=[C:6]([F:8])[CH:5]=[CH:4][C:3]=1[CH2:9][CH2:10][NH:11][C:12]([C:14]1[N:15]=[N:16][C:17]([N:24]2[CH2:25][CH2:26][N:21]([C:27](=[O:28])[C:29]3[CH:34]=[CH:33][CH:32]=[CH:31][C:30]=3[C:35]([F:38])([F:36])[F:37])[CH2:22][CH2:23]2)=[CH:18][CH:19]=1)=[O:13]. (2) Given the reactants [CH3:1][S:2][C:3]1[N:7]=[C:6]([NH2:8])[S:5][N:4]=1.[C:9]([O:13][C:14](O[C:14]([O:13][C:9]([CH3:12])([CH3:11])[CH3:10])=[O:15])=[O:15])([CH3:12])([CH3:11])[CH3:10].C[Si](C)(C)[N-][Si](C)(C)C.[Na+], predict the reaction product. The product is: [C:9]([O:13][C:14](=[O:15])[NH:8][C:6]1[S:5][N:4]=[C:3]([S:2][CH3:1])[N:7]=1)([CH3:12])([CH3:11])[CH3:10]. (3) Given the reactants [CH2:1]([O:3][C:4](=[O:20])[CH2:5][C:6]1[N:7]2[CH:19]=[CH:18][CH:17]=[CH:16][C:8]2=[C:9]2[C:14]=1[CH2:13][CH2:12][CH:11]([NH2:15])[CH2:10]2)[CH3:2].[F:21][C:22]1[CH:27]=[CH:26][C:25]([S:28](Cl)(=[O:30])=[O:29])=[CH:24][CH:23]=1, predict the reaction product. The product is: [CH2:1]([O:3][C:4](=[O:20])[CH2:5][C:6]1[N:7]2[CH:19]=[CH:18][CH:17]=[CH:16][C:8]2=[C:9]2[C:14]=1[CH2:13][CH2:12][CH:11]([NH:15][S:28]([C:25]1[CH:26]=[CH:27][C:22]([F:21])=[CH:23][CH:24]=1)(=[O:30])=[O:29])[CH2:10]2)[CH3:2]. (4) Given the reactants CO.Cl.[CH3:4][O:5][NH2:6].[CH3:7][CH:8]1[O:12][CH:11](O)[CH:10]([S:14][C:15]2[CH:20]=[CH:19][CH:18]=[CH:17][N:16]=2)[CH2:9]1, predict the reaction product. The product is: [CH3:4][O:5][N:6]=[CH:11][CH:10]([S:14][C:15]1[CH:20]=[CH:19][CH:18]=[CH:17][N:16]=1)[CH2:9][CH:8]([OH:12])[CH3:7]. (5) Given the reactants [C:1]([C:5]1[CH:10]=[CH:9][C:8]([S:11]([N:14]([CH2:25][C:26](O)=[O:27])[C:15]2[CH:16]=[C:17]3[C:22](=[CH:23][CH:24]=2)[N:21]=[CH:20][CH:19]=[CH:18]3)(=[O:13])=[O:12])=[CH:7][CH:6]=1)([CH3:4])([CH3:3])[CH3:2].[N:29]1[CH:34]=[CH:33][CH:32]=[CH:31][C:30]=1[CH2:35][NH:36][CH2:37][CH2:38][CH2:39][OH:40], predict the reaction product. The product is: [C:1]([C:5]1[CH:6]=[CH:7][C:8]([S:11]([N:14]([C:15]2[CH:16]=[C:17]3[C:22](=[CH:23][CH:24]=2)[N:21]=[CH:20][CH:19]=[CH:18]3)[CH2:25][C:26]([N:36]([CH2:37][CH2:38][CH2:39][OH:40])[CH2:35][C:30]2[CH:31]=[CH:32][CH:33]=[CH:34][N:29]=2)=[O:27])(=[O:12])=[O:13])=[CH:9][CH:10]=1)([CH3:2])([CH3:4])[CH3:3]. (6) Given the reactants [CH2:1]([CH:3]([CH2:23][CH2:24][CH2:25][CH3:26])[CH2:4][O:5][C:6]1[CH:13]=[CH:12][C:11]([O:14][CH2:15][CH:16]([CH2:21][CH3:22])[CH2:17][CH2:18][CH2:19][CH3:20])=[CH:10][C:7]=1[CH:8]=[O:9])[CH3:2].[C:27](=[O:30])(O)[O-:28].[Na+].[CH3:32]CCCCCC.[C:39](OC(=O)C)(=[O:41])[CH3:40], predict the reaction product. The product is: [C:39]([O:9][CH:8]([O:28][C:27](=[O:30])[CH3:32])[C:7]1[CH:10]=[C:11]([O:14][CH2:15][CH:16]([CH2:21][CH3:22])[CH2:17][CH2:18][CH2:19][CH3:20])[CH:12]=[CH:13][C:6]=1[O:5][CH2:4][CH:3]([CH2:1][CH3:2])[CH2:23][CH2:24][CH2:25][CH3:26])(=[O:41])[CH3:40].